This data is from Full USPTO retrosynthesis dataset with 1.9M reactions from patents (1976-2016). The task is: Predict the reactants needed to synthesize the given product. (1) Given the product [Cl:1][C:2]1[CH:3]=[CH:4][C:5]([C:28]([F:31])([F:29])[F:30])=[C:6]([CH:27]=1)[CH2:7][N:8]1[CH2:13][CH2:12][NH:11][C:10]2[N:14]=[CH:15][C:16]([C:18]3[CH:19]=[CH:20][C:21]([C:22]([N:43]4[CH2:44][CH2:45][N:40]([CH2:32][CH2:33][C:34]5[CH:39]=[CH:38][CH:37]=[CH:36][CH:35]=5)[CH2:41][CH2:42]4)=[O:23])=[CH:25][CH:26]=3)=[CH:17][C:9]1=2, predict the reactants needed to synthesize it. The reactants are: [Cl:1][C:2]1[CH:3]=[CH:4][C:5]([C:28]([F:31])([F:30])[F:29])=[C:6]([CH:27]=1)[CH2:7][N:8]1[CH2:13][CH2:12][NH:11][C:10]2[N:14]=[CH:15][C:16]([C:18]3[CH:26]=[CH:25][C:21]([C:22](O)=[O:23])=[CH:20][CH:19]=3)=[CH:17][C:9]1=2.[CH2:32]([N:40]1[CH2:45][CH2:44][NH:43][CH2:42][CH2:41]1)[CH2:33][C:34]1[CH:39]=[CH:38][CH:37]=[CH:36][CH:35]=1. (2) The reactants are: [C:1]([O:4][C:5](=[O:7])[CH3:6])(=O)[CH3:2].OCC1[CH:19]=[CH:18][C:17]2[C:12](=[C:13]([C:24]#[N:25])[C:14]([O:20][CH2:21][O:22][CH3:23])=[CH:15][CH:16]=2)[N:11]=1. Given the product [C:5]([O:4][CH2:1][C:2]1[CH:19]=[CH:18][C:17]2[C:12](=[C:13]([C:24]#[N:25])[C:14]([O:20][CH2:21][O:22][CH3:23])=[CH:15][CH:16]=2)[N:11]=1)(=[O:7])[CH3:6], predict the reactants needed to synthesize it. (3) Given the product [CH3:16][O:15][CH2:14][CH2:13][O:1][NH:2][C:3](=[O:9])[O:4][C:5]([CH3:8])([CH3:7])[CH3:6], predict the reactants needed to synthesize it. The reactants are: [OH:1][NH:2][C:3](=[O:9])[O:4][C:5]([CH3:8])([CH3:7])[CH3:6].[H-].[Na+].Br[CH2:13][CH2:14][O:15][CH3:16].O.